This data is from Forward reaction prediction with 1.9M reactions from USPTO patents (1976-2016). The task is: Predict the product of the given reaction. (1) Given the reactants [NH2:1][C:2]1C2C(=CC=CC=2)N=C[CH:3]=1.CCN(C[CH2:18][CH2:19][CH:20]([NH:22][C:23]1[CH:24]=[CH:25][N:26]=[C:27]2[CH:32]=[C:31]([Cl:33])[CH:30]=[CH:29][C:28]=12)C)CC.ClC1C=C2C(C(NCCCN)=CC=N2)=CC=1, predict the reaction product. The product is: [Cl:33][C:31]1[CH:32]=[C:27]2[C:28]([C:23]([NH:22][CH2:20][CH2:19][CH2:18][NH:1][CH2:2][CH3:3])=[CH:24][CH:25]=[N:26]2)=[CH:29][CH:30]=1. (2) Given the reactants C([O:4][C:5]1[C:14]2[C:9](=[CH:10][C:11]([O:15][CH3:16])=[CH:12][CH:13]=2)[CH:8]=[CH:7][C:6]=1[C:17]1[CH:22]=[CH:21][CH:20]=[C:19]([O:23][CH3:24])[CH:18]=1)(=O)C.Cl, predict the reaction product. The product is: [OH:4][C:5]1[C:14]2[C:9](=[CH:10][C:11]([O:15][CH3:16])=[CH:12][CH:13]=2)[CH:8]=[CH:7][C:6]=1[C:17]1[CH:22]=[CH:21][CH:20]=[C:19]([O:23][CH3:24])[CH:18]=1. (3) Given the reactants [F:1][C:2]1[CH:3]=[CH:4][C:5]2[N:9]=[CH:8][N:7]([C:10]3[N:18]=[C:17]4[C:13]([NH:14][C:15](=[O:30])[N:16]4[C@H:19]4[C:28]5[C:23](=[CH:24][CH:25]=[C:26]([F:29])[CH:27]=5)[O:22][CH2:21][CH2:20]4)=[CH:12][N:11]=3)[C:6]=2[CH:31]=1.CCN(P1(N(C)CCCN1)=NC(C)(C)C)CC.I[CH2:50][CH2:51][OH:52].C(O)(C(F)(F)F)=O, predict the reaction product. The product is: [F:1][C:2]1[CH:3]=[CH:4][C:5]2[N:9]=[CH:8][N:7]([C:10]3[N:18]=[C:17]4[C:13]([N:14]([CH2:50][CH2:51][OH:52])[C:15](=[O:30])[N:16]4[C@H:19]4[C:28]5[C:23](=[CH:24][CH:25]=[C:26]([F:29])[CH:27]=5)[O:22][CH2:21][CH2:20]4)=[CH:12][N:11]=3)[C:6]=2[CH:31]=1. (4) Given the reactants [CH:1](=[O:9])[C:2]1[C:3](=[CH:5][CH:6]=[CH:7][CH:8]=1)[OH:4].[O:10]1[CH:15]=[CH:14][CH2:13][CH2:12][CH2:11]1.C1(C)C=CC(S([O-])(=O)=O)=CC=1.[NH+]1C=CC=CC=1.C(=O)(O)[O-].[Na+], predict the reaction product. The product is: [O:10]1[CH2:15][CH2:14][CH2:13][CH2:12][CH:11]1[O:4][C:3]1[CH:5]=[CH:6][CH:7]=[CH:8][C:2]=1[CH:1]=[O:9]. (5) Given the reactants [F:1][C:2]([F:33])([F:32])[C:3]1[CH:4]=[C:5]([CH:25]=[C:26]([C:28]([F:31])([F:30])[F:29])[CH:27]=1)[C:6]([N:8]1[CH2:24][CH2:23][C:11]2([C:15](=[O:16])[NH:14][CH2:13][CH:12]2[C:17]2[CH:22]=[CH:21][CH:20]=[CH:19][CH:18]=2)[CH2:10][CH2:9]1)=[O:7].Cl[CH2:35][CH2:36][O:37][CH3:38], predict the reaction product. The product is: [F:31][C:28]([F:29])([F:30])[C:26]1[CH:25]=[C:5]([CH:4]=[C:3]([C:2]([F:1])([F:32])[F:33])[CH:27]=1)[C:6]([N:8]1[CH2:9][CH2:10][C:11]2([C:15](=[O:16])[N:14]([CH2:35][CH2:36][O:37][CH3:38])[CH2:13][CH:12]2[C:17]2[CH:18]=[CH:19][CH:20]=[CH:21][CH:22]=2)[CH2:23][CH2:24]1)=[O:7].